This data is from Catalyst prediction with 721,799 reactions and 888 catalyst types from USPTO. The task is: Predict which catalyst facilitates the given reaction. (1) Reactant: [I:1][C:2]1[C:3]([O:23][CH3:24])=[CH:4][C:5]([CH:20]([CH3:22])[CH3:21])=[C:6]([CH:19]=1)[O:7][C:8](=[CH:11]NC1C=CC=CC=1)[C:9]#[N:10].[CH3:25][C:26]1([CH3:36])[O:31][CH2:30][CH:29]([NH:32][C:33]([NH2:35])=[NH:34])[CH2:28][O:27]1.C(=O)([O-])[O-].[K+].[K+]. Product: [CH3:25][C:26]1([CH3:36])[O:27][CH2:28][CH:29]([NH:32][C:33]2[N:35]=[C:9]([NH2:10])[C:8]([O:7][C:6]3[CH:19]=[C:2]([I:1])[C:3]([O:23][CH3:24])=[CH:4][C:5]=3[CH:20]([CH3:22])[CH3:21])=[CH:11][N:34]=2)[CH2:30][O:31]1. The catalyst class is: 51. (2) Reactant: [OH:1][C:2]1[CH:3]=[C:4]([CH2:8][NH:9][C:10]([C:12]2[CH:13]=[C:14]3[C:19](=[CH:20][CH:21]=2)[N:18]=[CH:17][CH:16]=[CH:15]3)=[O:11])[CH:5]=[CH:6][CH:7]=1.[H-].[Na+].[I-].[K+].Br[CH2:27][CH2:28][CH:29]=[CH2:30]. Product: [CH2:30]([O:1][C:2]1[CH:3]=[C:4]([CH2:8][NH:9][C:10]([C:12]2[CH:13]=[C:14]3[C:19](=[CH:20][CH:21]=2)[N:18]=[CH:17][CH:16]=[CH:15]3)=[O:11])[CH:5]=[CH:6][CH:7]=1)[CH2:29][CH:28]=[CH2:27]. The catalyst class is: 136. (3) Reactant: [CH3:1][C:2](C)([O-])C.[K+].C([N:14]1[CH2:21][C@H:20]([OH:22])[CH2:19][C@H:15]1[C:16]([OH:18])=[O:17])(OC(C)(C)C)=O.[Br:23][C:24]1[CH:33]=[C:32]2[C:27]([CH:28]=[CH:29][N:30]=[C:31]2[Cl:34])=[CH:26][C:25]=1[O:35][CH3:36]. Product: [ClH:34].[Br:23][C:24]1[CH:33]=[C:32]2[C:27]([CH:28]=[CH:29][N:30]=[C:31]2[O:22][C@H:20]2[CH2:21][NH:14][C@H:15]([C:16]([O:18][CH2:1][CH3:2])=[O:17])[CH2:19]2)=[CH:26][C:25]=1[O:35][CH3:36]. The catalyst class is: 16. (4) Reactant: Cl[CH2:2][C:3]([NH:5][C:6]1[CH:11]=[CH:10][C:9]([O:12][C:13]([F:16])([F:15])[F:14])=[CH:8][C:7]=1[C:17]1[NH:18][N:19]=[CH:20][N:21]=1)=[O:4].[OH-].[Na+].[Cl-].[NH4+]. Product: [F:14][C:13]([F:16])([F:15])[O:12][C:9]1[CH:10]=[CH:11][C:6]2[NH:5][C:3](=[O:4])[CH2:2][N:18]3[C:17](=[N:21][CH:20]=[N:19]3)[C:7]=2[CH:8]=1. The catalyst class is: 12.